Dataset: Full USPTO retrosynthesis dataset with 1.9M reactions from patents (1976-2016). Task: Predict the reactants needed to synthesize the given product. Given the product [CH3:6][C:2]([C:7]1[CH:12]=[CH:11][C:10]([C:13]([F:16])([F:15])[F:14])=[CH:9][CH:8]=1)([CH3:1])[C:3]([CH:23]([C:24]([O:26][CH2:27][CH3:28])=[O:25])[C:22]([O:30][CH2:31][CH3:32])=[O:29])=[O:5], predict the reactants needed to synthesize it. The reactants are: [CH3:1][C:2]([C:7]1[CH:12]=[CH:11][C:10]([C:13]([F:16])([F:15])[F:14])=[CH:9][CH:8]=1)([CH3:6])[C:3]([OH:5])=O.S(Cl)(Cl)=O.[Mg].[C:22]([O:30][CH2:31][CH3:32])(=[O:29])[CH2:23][C:24]([O:26][CH2:27][CH3:28])=[O:25].